From a dataset of Forward reaction prediction with 1.9M reactions from USPTO patents (1976-2016). Predict the product of the given reaction. (1) Given the reactants CN(CC1N(C[C@H]2CCCNC2)C2C=CC=CC=2N=1)[C@@H]1C2N=CC=CC=2CCC1.[CH3:30][N:31]([CH2:42][C:43]1[N:47]([CH2:48][C@@H:49]2[CH2:54][CH2:53][CH2:52][N:51]([CH:55]([CH3:57])[CH3:56])[CH2:50]2)[C:46]2[CH:58]=[CH:59][CH:60]=[CH:61][C:45]=2[N:44]=1)[C@H:32]1[C:41]2[N:40]=[CH:39][CH:38]=[CH:37][C:36]=2[CH2:35][CH2:34][CH2:33]1, predict the reaction product. The product is: [CH3:30][N:31]([CH2:42][C:43]1[N:47]([CH2:48][C@H:49]2[CH2:54][CH2:53][CH2:52][N:51]([CH:55]([CH3:57])[CH3:56])[CH2:50]2)[C:46]2[CH:58]=[CH:59][CH:60]=[CH:61][C:45]=2[N:44]=1)[C@@H:32]1[C:41]2[N:40]=[CH:39][CH:38]=[CH:37][C:36]=2[CH2:35][CH2:34][CH2:33]1. (2) Given the reactants [F:1][C:2]1[CH:3]=[C:4]([C@H:10]2[CH2:14][CH2:13][CH2:12][N:11]2[C:15]2[CH:20]=[CH:19][N:18]3[N:21]=[CH:22][C:23]([C:24]([NH:26][CH2:27][CH2:28][CH2:29][NH:30]C(=O)OC(C)(C)C)=[O:25])=[C:17]3[N:16]=2)[C:5]([O:8]C)=[N:6][CH:7]=1.Cl, predict the reaction product. The product is: [NH2:30][CH2:29][CH2:28][CH2:27][NH:26][C:24]([C:23]1[CH:22]=[N:21][N:18]2[CH:19]=[CH:20][C:15]([N:11]3[CH2:12][CH2:13][CH2:14][C@@H:10]3[C:4]3[C:5](=[O:8])[NH:6][CH:7]=[C:2]([F:1])[CH:3]=3)=[N:16][C:17]=12)=[O:25]. (3) Given the reactants [Cl:1][C:2]1[CH:3]=[C:4]([C:10]2([C:26]([F:29])([F:28])[F:27])[O:14][N:13]=[C:12]([C:15]3[CH:24]=[CH:23][C:18]([C:19]([O:21]C)=[O:20])=[C:17]([CH3:25])[CH:16]=3)[CH2:11]2)[CH:5]=[C:6]([Cl:9])[C:7]=1[F:8].[OH-].[Na+], predict the reaction product. The product is: [Cl:1][C:2]1[CH:3]=[C:4]([C:10]2([C:26]([F:28])([F:29])[F:27])[O:14][N:13]=[C:12]([C:15]3[CH:24]=[CH:23][C:18]([C:19]([OH:21])=[O:20])=[C:17]([CH3:25])[CH:16]=3)[CH2:11]2)[CH:5]=[C:6]([Cl:9])[C:7]=1[F:8]. (4) Given the reactants Cl.[CH2:2]([O:4][C:5](=[O:9])[CH2:6][CH2:7][NH2:8])[CH3:3].[CH3:10][CH:11]1[CH2:15][CH2:14][CH2:13][C:12]1=O.C([O-])(=O)C.[Na+].C(O[BH-](OC(=O)C)OC(=O)C)(=O)C.[Na+], predict the reaction product. The product is: [CH2:2]([O:4][C:5](=[O:9])[CH2:6][CH2:7][NH:8][CH:12]1[CH2:13][CH2:14][CH2:15][CH:11]1[CH3:10])[CH3:3]. (5) Given the reactants [OH:1][C@H:2]([C@H:4]1[CH2:8][N:7]([C@@H:9]([C:11]2[CH:16]=[CH:15][CH:14]=[CH:13][CH:12]=2)[CH3:10])[C:6](=[O:17])[CH2:5]1)[CH3:3].C1([C@H](N)C)C=CC=CC=1.C(N(CC)CC)C.[CH3:34][S:35](Cl)(=[O:37])=[O:36], predict the reaction product. The product is: [CH3:34][S:35]([O:1][C@H:2]([C@@H:4]1[CH2:5][C:6](=[O:17])[N:7]([C@@H:9]([C:11]2[CH:16]=[CH:15][CH:14]=[CH:13][CH:12]=2)[CH3:10])[CH2:8]1)[CH3:3])(=[O:37])=[O:36].